From a dataset of Forward reaction prediction with 1.9M reactions from USPTO patents (1976-2016). Predict the product of the given reaction. (1) Given the reactants [O:1]=[C:2]1[NH:7][C:6]2[CH:8]=[CH:9][C:10]([NH:12][C:13](=[O:17])[C:14]([OH:16])=O)=[CH:11][C:5]=2[O:4][CH2:3]1.[C:18]1([CH3:31])[CH:23]=[CH:22][C:21]([O:24][CH:25]2[CH2:30][CH2:29][NH:28][CH2:27][CH2:26]2)=[CH:20][CH:19]=1, predict the reaction product. The product is: [O:16]=[C:14]([N:28]1[CH2:29][CH2:30][CH:25]([O:24][C:21]2[CH:22]=[CH:23][C:18]([CH3:31])=[CH:19][CH:20]=2)[CH2:26][CH2:27]1)[C:13]([NH:12][C:10]1[CH:9]=[CH:8][C:6]2[NH:7][C:2](=[O:1])[CH2:3][O:4][C:5]=2[CH:11]=1)=[O:17]. (2) Given the reactants [C:1]([O:5][C:6](=[O:20])[CH2:7][O:8][C:9]1[C:18]2[CH2:17][CH2:16][CH2:15][C@H:14](O)[C:13]=2[CH:12]=[CH:11][CH:10]=1)([CH3:4])([CH3:3])[CH3:2].C1(P([N:35]=[N+:36]=[N-:37])(C2C=CC=CC=2)=O)C=CC=CC=1.N12CCCN=C1CCCCC2, predict the reaction product. The product is: [C:1]([O:5][C:6](=[O:20])[CH2:7][O:8][C:9]1[C:18]2[CH2:17][CH2:16][CH2:15][C@@H:14]([N:35]=[N+:36]=[N-:37])[C:13]=2[CH:12]=[CH:11][CH:10]=1)([CH3:4])([CH3:3])[CH3:2].